The task is: Regression. Given a peptide amino acid sequence and an MHC pseudo amino acid sequence, predict their binding affinity value. This is MHC class I binding data.. This data is from Peptide-MHC class I binding affinity with 185,985 pairs from IEDB/IMGT. (1) The peptide sequence is GYKDGNEYI. The MHC is H-2-Db with pseudo-sequence H-2-Db. The binding affinity (normalized) is 0.0134. (2) The peptide sequence is SLLNATDIAV. The MHC is HLA-B54:01 with pseudo-sequence HLA-B54:01. The binding affinity (normalized) is 0.113. (3) The peptide sequence is ANFASQEVKM. The MHC is Mamu-B8301 with pseudo-sequence Mamu-B8301. The binding affinity (normalized) is 0.584.